Predict the reactants needed to synthesize the given product. From a dataset of Full USPTO retrosynthesis dataset with 1.9M reactions from patents (1976-2016). (1) Given the product [CH2:1]([CH:8]1[CH2:9][N:10]([C:44]([O:46][C:47]([CH3:50])([CH3:48])[CH3:49])=[O:45])[CH2:11][CH2:12][N:13]1[C:14]([C:16]1[CH:20]=[CH:19][N:18]([C:21]2[CH:26]=[CH:25][CH:24]=[CH:23][C:22]=2[NH:27][C:28](=[O:37])[CH2:29][CH2:30][CH2:31][C:32]([OH:34])=[O:33])[C:17]=1[C:38]1[CH:39]=[CH:40][CH:41]=[CH:42][CH:43]=1)=[O:15])[C:2]1[CH:7]=[CH:6][CH:5]=[CH:4][CH:3]=1, predict the reactants needed to synthesize it. The reactants are: [CH2:1]([CH:8]1[N:13]([C:14]([C:16]2[CH:20]=[CH:19][N:18]([C:21]3[CH:26]=[CH:25][CH:24]=[CH:23][C:22]=3[NH:27][C:28](=[O:37])[CH2:29][CH2:30][CH2:31][C:32]([O:34]CC)=[O:33])[C:17]=2[C:38]2[CH:43]=[CH:42][CH:41]=[CH:40][CH:39]=2)=[O:15])[CH2:12][CH2:11][N:10]([C:44]([O:46][C:47]([CH3:50])([CH3:49])[CH3:48])=[O:45])[CH2:9]1)[C:2]1[CH:7]=[CH:6][CH:5]=[CH:4][CH:3]=1.[OH-].[Na+]. (2) The reactants are: O/[CH:2]=[C:3]1/[CH2:4][C@:5]2([C:22]3[CH:27]=[CH:26][CH:25]=[CH:24][CH:23]=3)[C:14]3[N:13]=[C:12]([CH3:15])[N:11]=[C:10]([O:16][CH3:17])[C:9]=3[CH2:8][CH2:7][C@H:6]2[C@H:18]([CH3:21])[C:19]/1=[O:20].Cl.[NH2:29]O. Given the product [CH3:17][O:16][C:10]1[C:9]2[CH2:8][CH2:7][C@H:6]3[C@H:18]([CH3:21])[C:19]4[O:20][N:29]=[CH:2][C:3]=4[CH2:4][C@:5]3([C:22]3[CH:27]=[CH:26][CH:25]=[CH:24][CH:23]=3)[C:14]=2[N:13]=[C:12]([CH3:15])[N:11]=1, predict the reactants needed to synthesize it. (3) Given the product [NH2:15][C:13]1[CH:12]=[CH:11][C:3]([CH2:4][N:5]2[CH2:9][CH2:8][O:7][C:6]2=[O:10])=[C:2]([F:1])[CH:14]=1, predict the reactants needed to synthesize it. The reactants are: [F:1][C:2]1[CH:14]=[C:13]([N+:15]([O-])=O)[CH:12]=[CH:11][C:3]=1[CH2:4][N:5]1[CH2:9][CH2:8][O:7][C:6]1=[O:10].C(O)(=O)C.[OH-].[Na+].